Dataset: Forward reaction prediction with 1.9M reactions from USPTO patents (1976-2016). Task: Predict the product of the given reaction. (1) Given the reactants [CH:1]1([CH2:4][O:5][C:6]2[CH:11]=[CH:10][C:9]([O:12][CH3:13])=[CH:8][C:7]=2[C:14]2[C:15]3[NH:22][CH:21]=[C:20]([C:23]([OH:25])=O)[C:16]=3[N:17]=[CH:18][N:19]=2)[CH2:3][CH2:2]1.[C:26]([O:30][C:31]([N:33]1[CH2:38][CH2:37][CH:36]([NH2:39])[CH2:35][CH2:34]1)=[O:32])([CH3:29])([CH3:28])[CH3:27], predict the reaction product. The product is: [C:26]([O:30][C:31]([N:33]1[CH2:38][CH2:37][CH:36]([NH:39][C:23]([C:20]2[C:16]3[N:17]=[CH:18][N:19]=[C:14]([C:7]4[CH:8]=[C:9]([O:12][CH3:13])[CH:10]=[CH:11][C:6]=4[O:5][CH2:4][CH:1]4[CH2:3][CH2:2]4)[C:15]=3[NH:22][CH:21]=2)=[O:25])[CH2:35][CH2:34]1)=[O:32])([CH3:29])([CH3:27])[CH3:28]. (2) Given the reactants [CH3:1][O:2][C:3]1[CH:12]=[C:11]2[C:6]([CH:7]=[CH:8][C:9](O)=[CH:10]2)=[CH:5][CH:4]=1.OS([O-])=O.[Na+].[OH-].[NH4+:20], predict the reaction product. The product is: [CH3:1][O:2][C:3]1[CH:12]=[C:11]2[C:6]([CH:7]=[CH:8][C:9]([NH2:20])=[CH:10]2)=[CH:5][CH:4]=1. (3) Given the reactants [NH2:1][CH2:2][CH2:3][C:4]1[N:5]=[C:6]([NH:9][C:10]([NH:12][C:13]2[CH:18]=[CH:17][C:16]([CH3:19])=[CH:15][C:14]=2[C:20]([CH:22]2[CH2:26][CH2:25][CH2:24][CH2:23]2)=[O:21])=[O:11])[S:7][CH:8]=1.C1(=O)[O:32][C:30](=[O:31])[CH2:29][CH2:28]1, predict the reaction product. The product is: [CH:22]1([C:20]([C:14]2[CH:15]=[C:16]([CH3:19])[CH:17]=[CH:18][C:13]=2[NH:12][C:10](=[O:11])[NH:9][C:6]2[S:7][CH:8]=[C:4]([CH2:3][CH2:2][NH:1][CH2:28][CH2:29][C:30]([OH:32])=[O:31])[N:5]=2)=[O:21])[CH2:23][CH2:24][CH2:25][CH2:26]1. (4) Given the reactants [C:1]([C:4]1[CH:9]=[CH:8][CH:7]=[CH:6][CH:5]=1)(=[O:3])[CH3:2].[C:11]([O:13][CH3:14])(=[O:12])[C:11]([O:13][CH3:14])=[O:12].[H-].[Na+].C(OCC)(=O)C.CCCCCC, predict the reaction product. The product is: [OH:3]/[C:1](/[C:4]1[CH:9]=[CH:8][CH:7]=[CH:6][CH:5]=1)=[CH:2]\[C:11]([O:13][CH3:14])=[O:12].